The task is: Predict the product of the given reaction.. This data is from Forward reaction prediction with 1.9M reactions from USPTO patents (1976-2016). (1) Given the reactants [Cl:1][C:2]1[C:10]([C:11]#[N:12])=[CH:9][CH:8]=[C:7]2[C:3]=1[CH:4]=[C:5]([CH:13]([F:15])[F:14])[NH:6]2.Br[CH2:17][C:18]([NH2:20])=[O:19].C([O-])([O-])=O.[Cs+].[Cs+], predict the reaction product. The product is: [Cl:1][C:2]1[C:10]([C:11]#[N:12])=[CH:9][CH:8]=[C:7]2[C:3]=1[CH:4]=[C:5]([CH:13]([F:14])[F:15])[N:6]2[CH2:17][C:18]([NH2:20])=[O:19]. (2) Given the reactants [CH3:1][C:2]1[CH:7]=[CH:6][C:5]([C:8]2[C:15]([C:16]3[CH:21]=[CH:20][CH:19]=[CH:18][CH:17]=3)=[CH:14][C:11]([C:12]#[N:13])=[CH:10][N:9]=2)=[CH:4][CH:3]=1.C1C(=O)N([Br:29])C(=O)C1.C(OOC(=O)C1C=CC=CC=1)(=O)C1C=CC=CC=1, predict the reaction product. The product is: [Br:29][CH2:1][C:2]1[CH:3]=[CH:4][C:5]([C:8]2[C:15]([C:16]3[CH:21]=[CH:20][CH:19]=[CH:18][CH:17]=3)=[CH:14][C:11]([C:12]#[N:13])=[CH:10][N:9]=2)=[CH:6][CH:7]=1. (3) Given the reactants [CH3:1][NH:2][C:3]1[CH:12]=[CH:11][C:6]([C:7]([O:9]C)=[O:8])=[CH:5][CH:4]=1.[CH:13]1([C:18](O)=[O:19])[CH2:17][CH2:16][CH2:15][CH2:14]1, predict the reaction product. The product is: [CH:13]1([C:18]([CH2:1][NH:2][C:3]2[CH:12]=[CH:11][C:6]([C:7]([OH:9])=[O:8])=[CH:5][CH:4]=2)=[O:19])[CH2:17][CH2:16][CH2:15][CH2:14]1.